From a dataset of Full USPTO retrosynthesis dataset with 1.9M reactions from patents (1976-2016). Predict the reactants needed to synthesize the given product. (1) Given the product [CH3:38][NH:37][C:35](=[O:36])[C:33]1[CH:34]=[C:2]([Br:1])[C:3]([CH2:4][NH:5][CH2:13][C:14]([C:16]2[CH:17]=[C:18]([C:27]([CH3:30])([CH3:29])[CH3:28])[C:19]([OH:26])=[C:20]([C:22]([CH3:25])([CH3:24])[CH3:23])[CH:21]=2)=[O:15])=[CH:31][C:32]=1[O:39][CH2:40][CH3:41], predict the reactants needed to synthesize it. The reactants are: [Br:1][C:2]1[CH:34]=[C:33]([C:35]([NH:37][CH3:38])=[O:36])[C:32]([O:39][CH2:40][CH3:41])=[CH:31][C:3]=1[CH2:4][N:5]([CH2:13][C:14]([C:16]1[CH:21]=[C:20]([C:22]([CH3:25])([CH3:24])[CH3:23])[C:19]([OH:26])=[C:18]([C:27]([CH3:30])([CH3:29])[CH3:28])[CH:17]=1)=[O:15])C(=O)OC(C)(C)C.[C-]#N.[Na+].C(OCC)(=O)C.O. (2) Given the product [Cl:18][C:17]1[CH:16]=[CH:15][C:4]([C:5]([N:7]([CH3:14])[C:8]2[CH:13]=[CH:12][CH:11]=[CH:10][N:9]=2)=[O:6])=[CH:3][C:2]=1[N:1]1[C:24](=[O:25])[C:23]2[C:22](=[CH:32][CH:31]=[CH:30][CH:29]=2)[NH:19][C:20]1=[O:21], predict the reactants needed to synthesize it. The reactants are: [NH2:1][C:2]1[CH:3]=[C:4]([CH:15]=[CH:16][C:17]=1[Cl:18])[C:5]([N:7]([CH3:14])[C:8]1[CH:13]=[CH:12][CH:11]=[CH:10][N:9]=1)=[O:6].[N:19]([C:22]1[CH:32]=[CH:31][CH:30]=[CH:29][C:23]=1[C:24](OCC)=[O:25])=[C:20]=[O:21]. (3) The reactants are: [CH3:1][C:2]([NH:13][C:14]([C:16]1[C:21](=[O:22])[C:20]([O:23][CH3:24])=[CH:19][N:18]([C:25]2[CH:30]=[CH:29][CH:28]=[C:27]([C:31]([F:34])([F:33])[F:32])[CH:26]=2)[N:17]=1)=O)([CH3:12])[C:3](=[O:11])[NH:4][C:5]1[CH:10]=[CH:9][CH:8]=[CH:7][CH:6]=1.C([O-])(=O)C.[Na+].C(O)(=O)C. Given the product [CH3:1][C:2]1([CH3:12])[C:3](=[O:11])[N:4]([C:5]2[CH:10]=[CH:9][CH:8]=[CH:7][CH:6]=2)[C:14]([C:16]2[C:21](=[O:22])[C:20]([O:23][CH3:24])=[CH:19][N:18]([C:25]3[CH:30]=[CH:29][CH:28]=[C:27]([C:31]([F:34])([F:33])[F:32])[CH:26]=3)[N:17]=2)=[N:13]1, predict the reactants needed to synthesize it.